This data is from Forward reaction prediction with 1.9M reactions from USPTO patents (1976-2016). The task is: Predict the product of the given reaction. (1) Given the reactants [F:1][C:2]1[CH:7]=[C:6]([F:8])[CH:5]=[CH:4][C:3]=1[N:9]1[CH2:14][CH2:13][N:12]([CH2:15][C:16]#[CH:17])[CH2:11][CH2:10]1.Cl[C:19]1[CH:24]=[C:23]([NH2:25])[N:22]2[N:26]=[C:27]([C:29]3[O:30][CH:31]=[CH:32][CH:33]=3)[N:28]=[C:21]2[N:20]=1.C1C=CC(P(C2C=CC=CC=2)C2C=CC=CC=2)=CC=1.CCN(CC)CC, predict the reaction product. The product is: [F:1][C:2]1[CH:7]=[C:6]([F:8])[CH:5]=[CH:4][C:3]=1[N:9]1[CH2:10][CH2:11][N:12]([CH2:15][C:16]#[C:17][C:19]2[CH:24]=[C:23]([NH2:25])[N:22]3[N:26]=[C:27]([C:29]4[O:30][CH:31]=[CH:32][CH:33]=4)[N:28]=[C:21]3[N:20]=2)[CH2:13][CH2:14]1. (2) Given the reactants Br[C:2]1[CH:7]=[CH:6][C:5]([C:8]2[CH2:17][CH2:16][C:11]3([O:15][CH2:14][CH2:13][O:12]3)[CH2:10][CH:9]=2)=[CH:4][CH:3]=1.[CH2:18]([O:20][C:21]1[CH:26]=[CH:25][C:24](B(O)O)=[C:23]([F:30])[C:22]=1[F:31])[CH3:19].P([O-])([O-])([O-])=O.[K+].[K+].[K+].O1CCOCC1, predict the reaction product. The product is: [CH2:18]([O:20][C:21]1[CH:26]=[CH:25][C:24]([C:2]2[CH:7]=[CH:6][C:5]([CH:8]3[CH2:17][CH2:16][C:11]4([O:15][CH2:14][CH2:13][O:12]4)[CH2:10][CH2:9]3)=[CH:4][CH:3]=2)=[C:23]([F:30])[C:22]=1[F:31])[CH3:19]. (3) Given the reactants [N:1]([C@H:4]1[CH:8]([F:9])[CH2:7][N:6]([C@H:10]([C:15]2[CH:16]=[CH:17][C:18]([Cl:21])=[N:19][CH:20]=2)[C:11]([F:14])([F:13])[F:12])[CH2:5]1)=[N+]=[N-].C1(P(C2C=CC=CC=2)C2C=CC=CC=2)C=CC=CC=1.CCN(C(C)C)C(C)C.[CH3:50][C:51]([O:54][C:55](O[C:55]([O:54][C:51]([CH3:53])([CH3:52])[CH3:50])=[O:56])=[O:56])([CH3:53])[CH3:52], predict the reaction product. The product is: [Cl:21][C:18]1[N:19]=[CH:20][C:15]([C@@H:10]([N:6]2[CH2:7][CH:8]([F:9])[C@H:4]([NH:1][C:55](=[O:56])[O:54][C:51]([CH3:53])([CH3:52])[CH3:50])[CH2:5]2)[C:11]([F:14])([F:13])[F:12])=[CH:16][CH:17]=1. (4) The product is: [F:1][C:2]1[CH:9]=[CH:8][C:5]([CH:6]=[N:18][OH:19])=[CH:4][C:3]=1[O:10][C:11]1[CH:16]=[CH:15][CH:14]=[CH:13][CH:12]=1. Given the reactants [F:1][C:2]1[CH:9]=[CH:8][C:5]([CH:6]=O)=[CH:4][C:3]=1[O:10][C:11]1[CH:16]=[CH:15][CH:14]=[CH:13][CH:12]=1.Cl.[NH2:18][OH:19].C(N(CC)CC)C.Cl, predict the reaction product. (5) The product is: [F:1][C:2]1[CH:3]=[C:4]([NH:18][C:55]([NH:54][C:52](=[O:53])[CH:51]([C:57]2[CH:58]=[CH:59][CH:60]=[CH:61][CH:62]=2)[CH3:50])=[S:56])[CH:5]=[CH:6][C:7]=1[O:8][C:9]1[CH:14]=[CH:13][N:12]=[C:11]2[CH:15]=[CH:16][S:17][C:10]=12. Given the reactants [F:1][C:2]1[CH:3]=[C:4]([NH2:18])[CH:5]=[CH:6][C:7]=1[O:8][C:9]1[CH:14]=[CH:13][N:12]=[C:11]2[CH:15]=[CH:16][S:17][C:10]=12.FC1C=C(NC(NC(=O)CC2C=CC=CC=2)=S)C=CC=1OC1C=CN=C2C=CSC=12.C[CH:50](C)[CH:51]([C:57]1[CH:62]=[CH:61][CH:60]=[CH:59][CH:58]=1)[C:52]([N:54]=[C:55]=[S:56])=[O:53], predict the reaction product. (6) Given the reactants [CH3:1][C:2]1[CH:17]=[CH:16][CH:15]=[CH:14][C:3]=1[C:4]([NH:6][C:7]1[CH:8]=[C:9]([CH3:13])[CH:10]=[CH:11][CH:12]=1)=[O:5].[Cl-].[Al+3].[Cl-].[Cl-].[C:22](Cl)(=[O:26])C(Cl)=O.[OH-:28].[Na+], predict the reaction product. The product is: [CH3:13][C:9]1[CH:8]=[C:7]([NH:6][C:4](=[O:5])[C:3]2[CH:14]=[CH:15][CH:16]=[CH:17][C:2]=2[CH3:1])[CH:12]=[CH:11][C:10]=1[C:22]([OH:26])=[O:28].